From a dataset of Forward reaction prediction with 1.9M reactions from USPTO patents (1976-2016). Predict the product of the given reaction. Given the reactants [CH2:1]=CC1C=CC=CC=1.C1C=CC=CC=1.C1(C(C2C=CC=CC=2)C)C=CC=CC=1.[C:29]1([CH:35]([C:37]2[CH:42]=[CH:41][CH:40]=[CH:39][C:38]=2[CH3:43])[CH3:36])[CH:34]=[CH:33][CH:32]=[CH:31][CH:30]=1, predict the reaction product. The product is: [C:29]1([C:35]2([CH2:36][CH3:1])[CH:41]=[CH:40][CH:39]=[C:38]([CH3:43])[CH:37]2[CH3:42])[CH:30]=[CH:31][CH:32]=[CH:33][CH:34]=1.